From a dataset of Reaction yield outcomes from USPTO patents with 853,638 reactions. Predict the reaction yield, written as a fraction of the theoretical maximum amount of product (1.0 means a 100% yield; for example, 0.34 means a 34% yield). (1) The reactants are [CH3:1][O:2][C:3]1[CH:8]=[CH:7][C:6]([C:9]2[C:10]([C:19]#[N:20])=[CH:11][C:12]([N+:16]([O-])=O)=[C:13]([CH3:15])[CH:14]=2)=[CH:5][CH:4]=1.[CH3:21]N(C(N(C)C)N(C)C)C.Cl. The catalyst is C1(C)C=CC=CC=1.O.[Fe]. The product is [CH3:1][O:2][C:3]1[CH:8]=[CH:7][C:6]([C:9]2[CH:14]=[C:13]3[C:12](=[CH:11][C:10]=2[C:19]#[N:20])[NH:16][CH:21]=[CH:15]3)=[CH:5][CH:4]=1. The yield is 0.490. (2) The reactants are [CH:1]1([C@@H:7]2[NH:12][C:11](=[O:13])[C@H:10]([CH2:14][CH:15]([CH3:17])[CH3:16])[NH:9][CH2:8]2)[CH2:6][CH2:5][CH2:4][CH2:3][CH2:2]1.[F:18][C:19]1[CH:24]=[CH:23][C:22]([C:25]2[O:29][N:28]=[C:27]([C:30](O)=[O:31])[CH:26]=2)=[CH:21][CH:20]=1.C([C@@H]1N(C(=O)/C=C/C2C=CC=CC=2)C[C@H](CC(C)C)NC1=O)C(C)C. No catalyst specified. The product is [CH:1]1([C@@H:7]2[NH:12][C:11](=[O:13])[C@H:10]([CH2:14][CH:15]([CH3:17])[CH3:16])[N:9]([C:30]([C:27]3[CH:26]=[C:25]([C:22]4[CH:23]=[CH:24][C:19]([F:18])=[CH:20][CH:21]=4)[O:29][N:28]=3)=[O:31])[CH2:8]2)[CH2:2][CH2:3][CH2:4][CH2:5][CH2:6]1. The yield is 0.510. (3) The reactants are [CH2:1]([S:3]([C:6]1[CH:7]=[C:8]([C:12]2[CH:20]=[C:19]([C:21]#[N:22])[CH:18]=[C:17]3[C:13]=2[C:14]2[CH:26]=[C:25]([CH3:27])[CH:24]=[N:23][C:15]=2[NH:16]3)[CH:9]=[CH:10][CH:11]=1)(=[O:5])=[O:4])[CH3:2].[N-:28]=[N+:29]=[N-:30].[Na+].[Cl-].[NH4+]. The catalyst is CN(C=O)C. The product is [CH2:1]([S:3]([C:6]1[CH:7]=[C:8]([C:12]2[CH:20]=[C:19]([C:21]3[N:28]=[N:29][NH:30][N:22]=3)[CH:18]=[C:17]3[C:13]=2[C:14]2[CH:26]=[C:25]([CH3:27])[CH:24]=[N:23][C:15]=2[NH:16]3)[CH:9]=[CH:10][CH:11]=1)(=[O:5])=[O:4])[CH3:2]. The yield is 0.770. (4) The reactants are [OH-].[Na+].[CH3:3][N:4]1[C:8]([C:9]2[CH:10]=[C:11]([NH:23]C(=O)C)[CH:12]=[CH:13][C:14]=2[O:15][CH2:16][C:17]([CH3:22])([N+:19]([O-:21])=[O:20])[CH3:18])=[CH:7][CH:6]=[N:5]1. The catalyst is O.CO. The product is [CH3:3][N:4]1[C:8]([C:9]2[CH:10]=[C:11]([CH:12]=[CH:13][C:14]=2[O:15][CH2:16][C:17]([CH3:22])([N+:19]([O-:21])=[O:20])[CH3:18])[NH2:23])=[CH:7][CH:6]=[N:5]1. The yield is 0.740.